From a dataset of Reaction yield outcomes from USPTO patents with 853,638 reactions. Predict the reaction yield, written as a fraction of the theoretical maximum amount of product (1.0 means a 100% yield; for example, 0.34 means a 34% yield). The reactants are [F:1][C:2]1[CH:7]=[CH:6][C:5]([N:8]2[CH2:13][CH:12]3[C:10]([C:14]([OH:16])=O)([CH2:11]3)[C:9]2=[O:17])=[CH:4][CH:3]=1.C1C=CC2N(O)N=NC=2C=1.CCN=C=NCCCN(C)C.CCN(C(C)C)C(C)C.[NH2:48][C:49]1[CH:78]=[CH:77][C:52]([O:53][C:54]2[CH:59]=[CH:58][N:57]=[C:56]3[CH:60]=[C:61]([C:63]4[CH:68]=[CH:67][C:66]([C:69]([N:71]5[CH2:76][CH2:75][O:74][CH2:73][CH2:72]5)=[O:70])=[CH:65][CH:64]=4)[S:62][C:55]=23)=[C:51]([F:79])[CH:50]=1. The catalyst is ClCCl. The product is [F:79][C:51]1[CH:50]=[C:49]([NH:48][C:14]([C:10]23[CH2:11][CH:12]2[CH2:13][N:8]([C:5]2[CH:4]=[CH:3][C:2]([F:1])=[CH:7][CH:6]=2)[C:9]3=[O:17])=[O:16])[CH:78]=[CH:77][C:52]=1[O:53][C:54]1[CH:59]=[CH:58][N:57]=[C:56]2[CH:60]=[C:61]([C:63]3[CH:64]=[CH:65][C:66]([C:69]([N:71]4[CH2:76][CH2:75][O:74][CH2:73][CH2:72]4)=[O:70])=[CH:67][CH:68]=3)[S:62][C:55]=12. The yield is 0.210.